Dataset: Forward reaction prediction with 1.9M reactions from USPTO patents (1976-2016). Task: Predict the product of the given reaction. (1) Given the reactants [Cl:1][C:2]1[CH:7]=[CH:6][C:5]([C@@H:8]2[CH2:12][N:11]([C:13]([O:15][C:16]([CH3:19])([CH3:18])[CH3:17])=[O:14])[CH2:10][C@H:9]2[C:20](OC)=[O:21])=[CH:4][CH:3]=1.[BH4-].[Li+].CO.[Cl-].[NH4+], predict the reaction product. The product is: [Cl:1][C:2]1[CH:3]=[CH:4][C:5]([C@H:8]2[C@H:9]([CH2:20][OH:21])[CH2:10][N:11]([C:13]([O:15][C:16]([CH3:19])([CH3:18])[CH3:17])=[O:14])[CH2:12]2)=[CH:6][CH:7]=1. (2) Given the reactants [CH3:1][O:2][C:3](=[O:44])[NH:4][C@H:5]([C:19](=[O:43])[NH:20][CH2:21][CH2:22][CH2:23][CH2:24][C@H:25]([N:28]([S:33]([C:36]1[CH:41]=[CH:40][C:39]([NH2:42])=[CH:38][CH:37]=1)(=[O:35])=[O:34])[CH2:29][CH:30]([CH3:32])[CH3:31])[CH2:26][OH:27])[CH:6]([C:13]1[CH:18]=[CH:17][CH:16]=[CH:15][CH:14]=1)[C:7]1[CH:12]=[CH:11][CH:10]=[CH:9][CH:8]=1.[CH2:45]([O:47][P:48](OCC)([O:50][CH2:51][CH3:52])=[O:49])[CH3:46].P(Cl)(OCC)(OCC)=O.[H-].[Na+], predict the reaction product. The product is: [CH3:1][O:2][C:3](=[O:44])[NH:4][C@H:5]([C:19](=[O:43])[NH:20][CH2:21][CH2:22][CH2:23][CH2:24][C@H:25]([N:28]([S:33]([C:36]1[CH:41]=[CH:40][C:39]([NH2:42])=[CH:38][CH:37]=1)(=[O:35])=[O:34])[CH2:29][CH:30]([CH3:32])[CH3:31])[CH2:26][O:27][P:48]([O:50][CH2:51][CH3:52])([O:47][CH2:45][CH3:46])=[O:49])[CH:6]([C:7]1[CH:12]=[CH:11][CH:10]=[CH:9][CH:8]=1)[C:13]1[CH:14]=[CH:15][CH:16]=[CH:17][CH:18]=1. (3) Given the reactants [N:1]1[C:8]([NH2:9])=[N:7][C:5]([NH2:6])=[N:4][C:2]=1[NH2:3].[CH2:10]=[O:11], predict the reaction product. The product is: [CH2:10]=[O:11].[N:1]1[C:8]([NH2:9])=[N:7][C:5]([NH2:6])=[N:4][C:2]=1[NH2:3]. (4) Given the reactants Br[C:2]1[CH:7]=[C:6]([CH3:8])[CH:5]=[CH:4][C:3]=1[O:9][CH3:10].C([Li])CCC.C[O:17][B:18](OC)[O:19]C.Cl, predict the reaction product. The product is: [CH3:8][C:6]1[CH:5]=[CH:4][C:3]([O:9][CH3:10])=[C:2]([B:18]([OH:19])[OH:17])[CH:7]=1.